Dataset: Full USPTO retrosynthesis dataset with 1.9M reactions from patents (1976-2016). Task: Predict the reactants needed to synthesize the given product. (1) Given the product [N:11]1[C:12]2[C:17](=[CH:16][CH:15]=[CH:14][CH:13]=2)[CH:18]=[C:9]([NH:8][C:6]2[CH:5]=[CH:4][N:3]=[C:2]([NH:24][C:23]3[CH:25]=[C:26]([O:28][CH3:29])[CH:27]=[C:21]([O:20][CH3:19])[CH:22]=3)[N:7]=2)[CH:10]=1, predict the reactants needed to synthesize it. The reactants are: Cl[C:2]1[N:7]=[C:6]([NH:8][C:9]2[CH:10]=[N:11][C:12]3[C:17]([CH:18]=2)=[CH:16][CH:15]=[CH:14][CH:13]=3)[CH:5]=[CH:4][N:3]=1.[CH3:19][O:20][C:21]1[CH:22]=[C:23]([CH:25]=[C:26]([O:28][CH3:29])[CH:27]=1)[NH2:24].N(CC)(CC)CC.FC(C(O)=O)(F)F. (2) The reactants are: [F:1][C:2]1[CH:7]=[CH:6][C:5]([C:8]2[C:13]([C:14](OC)=[O:15])=[C:12]([CH:18]([CH3:20])[CH3:19])[N:11]=[C:10]([S:21][CH3:22])[N:9]=2)=[CH:4][CH:3]=1.C1(C)C=CC=CC=1.[H-].C([Al+]CC(C)C)C(C)C. Given the product [F:1][C:2]1[CH:7]=[CH:6][C:5]([C:8]2[C:13]([CH2:14][OH:15])=[C:12]([CH:18]([CH3:20])[CH3:19])[N:11]=[C:10]([S:21][CH3:22])[N:9]=2)=[CH:4][CH:3]=1, predict the reactants needed to synthesize it. (3) Given the product [CH3:1][NH:2][CH2:3][CH2:4][C@H:5]([O:11][C:12]1[CH:13]=[CH:14][CH:15]=[C:16]2[CH:21]=[CH:20][CH:19]=[CH:18][C:17]=12)[C:6]1[S:10][CH:9]=[CH:8][CH:7]=1, predict the reactants needed to synthesize it. The reactants are: [CH3:1][NH:2][CH2:3][CH2:4][C@H:5]([O:11][C:12]1[CH:13]=[CH:14][CH:15]=[C:16]2[CH:21]=[CH:20][CH:19]=[CH:18][C:17]=12)[C:6]1[S:10][CH:9]=[CH:8][CH:7]=1.Cl.[OH-].[Na+]. (4) The reactants are: Cl[C:2]1[C:7]([N+:8]([O-:10])=[O:9])=[CH:6][CH:5]=[CH:4][N:3]=1.[CH3:11][C:12]1[CH:18]=[C:17]([CH3:19])[CH:16]=[C:15]([CH3:20])[C:13]=1[NH2:14].C([O-])([O-])=O.[Cs+].[Cs+]. Given the product [N+:8]([C:7]1[C:2]([NH:14][C:13]2[C:15]([CH3:20])=[CH:16][C:17]([CH3:19])=[CH:18][C:12]=2[CH3:11])=[N:3][CH:4]=[CH:5][CH:6]=1)([O-:10])=[O:9], predict the reactants needed to synthesize it. (5) Given the product [C:24]([N:26]=[C:27]([N:17]1[CH2:16][CH2:15][N:14]([C:12](=[O:13])[CH2:11][C:5]2[CH:6]=[CH:7][C:8]([O:9][CH3:10])=[C:3]([O:2][CH3:1])[CH:4]=2)[C@@H:19]([CH2:4][CH:5]([CH3:11])[CH3:6])[CH2:18]1)[NH:28][C:29]1[CH:34]=[CH:33][CH:32]=[CH:31][C:30]=1[CH3:35])#[N:25], predict the reactants needed to synthesize it. The reactants are: [CH3:1][O:2][C:3]1[CH:4]=[C:5]([CH2:11][C:12]([N:14]2[CH2:19][CH2:18][NH:17][C@@H:16](CC(C)C)[CH2:15]2)=[O:13])[CH:6]=[CH:7][C:8]=1[O:9][CH3:10].[C:24]([N:26]=[C:27](OC1C=CC=CC=1)[NH:28][C:29]1[CH:34]=[CH:33][CH:32]=[CH:31][C:30]=1[CH3:35])#[N:25]. (6) Given the product [C:1]([C:4]1[CH:5]=[C:6]([NH:11][C:12](=[O:16])[CH2:13][CH2:14][CH3:15])[CH:7]=[CH:8][C:9]=1[O:10][CH3:17])(=[O:3])[CH3:2], predict the reactants needed to synthesize it. The reactants are: [C:1]([C:4]1[CH:5]=[C:6]([NH:11][C:12](=[O:16])[CH2:13][CH2:14][CH3:15])[CH:7]=[CH:8][C:9]=1[OH:10])(=[O:3])[CH3:2].[C:17](=O)([O-])[O-].[K+].[K+]. (7) Given the product [CH2:40]([NH:39][C:3]([NH:8][CH2:9][C:10]1[CH:36]=[C:35]([F:37])[CH:34]=[CH:33][C:11]=1[CH2:12][O:13][C:14]1[CH:19]=[C:18]([CH3:20])[N:17]([C:21]2[CH:22]=[C:23]([CH:28]=[CH:29][C:30]=2[CH3:31])[C:24]([O:26][CH3:27])=[O:25])[C:16](=[O:32])[CH:15]=1)=[O:5])[CH3:41], predict the reactants needed to synthesize it. The reactants are: FC(F)(F)[C:3]([OH:5])=O.[NH2:8][CH2:9][C:10]1[CH:36]=[C:35]([F:37])[CH:34]=[CH:33][C:11]=1[CH2:12][O:13][C:14]1[CH:19]=[C:18]([CH3:20])[N:17]([C:21]2[CH:22]=[C:23]([CH:28]=[CH:29][C:30]=2[CH3:31])[C:24]([O:26][CH3:27])=[O:25])[C:16](=[O:32])[CH:15]=1.C[N:39]1CCO[CH2:41][CH2:40]1.C(N)C.